This data is from Reaction yield outcomes from USPTO patents with 853,638 reactions. The task is: Predict the reaction yield, written as a fraction of the theoretical maximum amount of product (1.0 means a 100% yield; for example, 0.34 means a 34% yield). (1) The reactants are [CH3:1][O:2][C:3](=[O:13])[CH2:4][C:5]1[CH:10]=[C:9]([OH:11])[CH:8]=[C:7]([OH:12])[CH:6]=1.C([O-])([O-])=O.[K+].[K+].[CH2:20](Br)[C:21]1[CH:26]=[CH:25][CH:24]=[CH:23][CH:22]=1.O. The catalyst is CN(C=O)C. The product is [CH3:1][O:2][C:3](=[O:13])[CH2:4][C:5]1[CH:10]=[C:9]([O:11][CH2:20][C:21]2[CH:26]=[CH:25][CH:24]=[CH:23][CH:22]=2)[CH:8]=[C:7]([O:12][CH2:4][C:5]2[CH:10]=[CH:9][CH:8]=[CH:7][CH:6]=2)[CH:6]=1. The yield is 0.990. (2) The reactants are [CH3:1][S:2](Cl)(=[O:4])=[O:3].[CH3:6][O:7][C:8]1[CH:9]=[C:10]([CH:25]=[CH:26][C:27]=1[O:28][CH3:29])[O:11][CH:12]([C:17]1[CH:24]=[CH:23][C:20]([C:21]#[N:22])=[CH:19][CH:18]=1)[CH2:13][CH2:14][CH2:15][OH:16].C(N(CC)CC)C.O. The catalyst is C(Cl)Cl. The product is [CH3:1][S:2]([O:16][CH2:15][CH2:14][CH2:13][CH:12]([C:17]1[CH:18]=[CH:19][C:20]([C:21]#[N:22])=[CH:23][CH:24]=1)[O:11][C:10]1[CH:25]=[CH:26][C:27]([O:28][CH3:29])=[C:8]([O:7][CH3:6])[CH:9]=1)(=[O:4])=[O:3]. The yield is 1.00. (3) The reactants are [C:1]1([N:7]2[C:11]3=[N:12][CH:13]=[N:14][C:15]([NH:16]/[N:17]=[CH:18]/[C:19]4[CH:27]=[CH:26][C:22]([C:23](O)=[O:24])=[CH:21][CH:20]=4)=[C:10]3[CH:9]=[N:8]2)[CH:6]=[CH:5][CH:4]=[CH:3][CH:2]=1.[NH2:28][CH2:29][CH2:30][CH2:31][N:32]1[CH2:36][CH2:35][CH2:34][CH2:33]1.C(OP(C#N)(=O)OCC)C.C(N(CC)CC)C. The product is [C:1]1([N:7]2[C:11]3=[N:12][CH:13]=[N:14][C:15]([NH:16]/[N:17]=[CH:18]/[C:19]4[CH:27]=[CH:26][C:22]([C:23]([NH:28][CH2:29][CH2:30][CH2:31][N:32]5[CH2:36][CH2:35][CH2:34][CH2:33]5)=[O:24])=[CH:21][CH:20]=4)=[C:10]3[CH:9]=[N:8]2)[CH:2]=[CH:3][CH:4]=[CH:5][CH:6]=1. The yield is 0.930. The catalyst is CN(C=O)C.C(OCC)C.O. (4) The reactants are [C:1]([O:5][C:6]([N:8]1[CH2:13][CH2:12][N:11]([C:14]2[CH:15]=[C:16]3[C:25](=[CH:26][C:27]=2[C:28]2[CH:33]=[CH:32][CH:31]=[CH:30][C:29]=2[F:34])[O:24][CH2:23][C:22]2[N:17]3[CH:18]([CH3:44])[C:19](=[O:43])[N:20](COCC[Si](C)(C)C)[N:21]=2)[CH2:10][CH2:9]1)=[O:7])([CH3:4])([CH3:3])[CH3:2].[F-].C([N+](CCCC)(CCCC)CCCC)CCC. No catalyst specified. The product is [C:1]([O:5][C:6]([N:8]1[CH2:13][CH2:12][N:11]([C:14]2[CH:15]=[C:16]3[C:25](=[CH:26][C:27]=2[C:28]2[CH:33]=[CH:32][CH:31]=[CH:30][C:29]=2[F:34])[O:24][CH2:23][C:22]2[N:17]3[CH:18]([CH3:44])[C:19](=[O:43])[NH:20][N:21]=2)[CH2:10][CH2:9]1)=[O:7])([CH3:4])([CH3:2])[CH3:3]. The yield is 0.540. (5) The reactants are [OH:1][C:2]([C:5]1[CH:23]=[CH:22][C:8]([C:9]([NH:11][C:12]2[N:17]=[CH:16][C:15]3[CH:18]=[CH:19][N:20]([CH3:21])[C:14]=3[CH:13]=2)=[O:10])=[CH:7][CH:6]=1)([CH3:4])[CH3:3].[Cl:24]N1C(=O)CCC1=O.O. The catalyst is CN(C=O)C. The product is [Cl:24][C:18]1[C:15]2[CH:16]=[N:17][C:12]([NH:11][C:9](=[O:10])[C:8]3[CH:22]=[CH:23][C:5]([C:2]([OH:1])([CH3:3])[CH3:4])=[CH:6][CH:7]=3)=[CH:13][C:14]=2[N:20]([CH3:21])[CH:19]=1. The yield is 0.270.